Predict which catalyst facilitates the given reaction. From a dataset of Catalyst prediction with 721,799 reactions and 888 catalyst types from USPTO. (1) Product: [CH2:32]([NH:34][C:35]([NH:1][CH2:2][C:3]1[N:7]2[C:8]([N:12]3[CH2:13][CH2:14][N:15]([CH3:18])[CH2:16][CH2:17]3)=[CH:9][CH:10]=[CH:11][C:6]2=[N:5][C:4]=1[CH2:19][N:20]([CH3:31])[C@@H:21]1[C:30]2[N:29]=[CH:28][CH:27]=[CH:26][C:25]=2[CH2:24][CH2:23][CH2:22]1)=[O:36])[CH3:33]. Reactant: [NH2:1][CH2:2][C:3]1[N:7]2[C:8]([N:12]3[CH2:17][CH2:16][N:15]([CH3:18])[CH2:14][CH2:13]3)=[CH:9][CH:10]=[CH:11][C:6]2=[N:5][C:4]=1[CH2:19][N:20]([CH3:31])[C@@H:21]1[C:30]2[N:29]=[CH:28][CH:27]=[CH:26][C:25]=2[CH2:24][CH2:23][CH2:22]1.[CH2:32]([N:34]=[C:35]=[O:36])[CH3:33].[OH-].[NH4+]. The catalyst class is: 545. (2) Product: [Cl:1][C:2]1[N:7]=[C:6]([C@@H:8]([NH:9][S@:10]([C:12]([CH3:15])([CH3:14])[CH3:13])=[O:11])[CH2:19][CH:18]=[CH2:17])[CH:5]=[CH:4][CH:3]=1. The catalyst class is: 1. Reactant: [Cl:1][C:2]1[N:7]=[C:6](/[CH:8]=[N:9]/[S@:10]([C:12]([CH3:15])([CH3:14])[CH3:13])=[O:11])[CH:5]=[CH:4][CH:3]=1.Br[CH2:17][CH:18]=[CH2:19]. (3) Product: [Cl:1][C:2]1[N:10]=[C:9]2[C:5]([N:6]=[C:7]([CH2:12][N:13]3[CH2:18][CH2:17][N:16]([CH:29]4[CH2:30][O:27][CH2:28]4)[CH2:15][C:14]3([CH3:20])[CH3:19])[N:8]2[CH3:11])=[C:4]([N:21]2[CH2:26][CH2:25][O:24][CH2:23][CH2:22]2)[N:3]=1. Reactant: [Cl:1][C:2]1[N:10]=[C:9]2[C:5]([N:6]=[C:7]([CH2:12][N:13]3[CH2:18][CH2:17][NH:16][CH2:15][C:14]3([CH3:20])[CH3:19])[N:8]2[CH3:11])=[C:4]([N:21]2[CH2:26][CH2:25][O:24][CH2:23][CH2:22]2)[N:3]=1.[O:27]1[CH2:30][C:29](=O)[CH2:28]1.C(O[BH-](OC(=O)C)OC(=O)C)(=O)C.[Na+]. The catalyst class is: 26. (4) Product: [Br:1][C:2]1[CH:7]=[CH:6][C:5]([C:8]([C:13]2[CH:18]=[CH:17][C:16]([O:19][CH2:30][C:31]3[CH:36]=[CH:35][CH:34]=[CH:33][CH:32]=3)=[C:15]([CH3:20])[CH:14]=2)([CH2:11][CH3:12])[CH2:9][CH3:10])=[CH:4][CH:3]=1. The catalyst class is: 28. Reactant: [Br:1][C:2]1[CH:7]=[CH:6][C:5]([C:8]([C:13]2[CH:18]=[CH:17][C:16]([OH:19])=[C:15]([CH3:20])[CH:14]=2)([CH2:11][CH3:12])[CH2:9][CH3:10])=[CH:4][CH:3]=1.CC#N.C([O-])([O-])=O.[K+].[K+].[CH2:30](Br)[C:31]1[CH:36]=[CH:35][CH:34]=[CH:33][CH:32]=1.